Dataset: Full USPTO retrosynthesis dataset with 1.9M reactions from patents (1976-2016). Task: Predict the reactants needed to synthesize the given product. (1) Given the product [Cl:37][C:35]1[CH:3]=[CH:4][C:5]2[NH:6][C:7]3[C:12]([C:13]([O:19][CH2:20][CH:21]4[CH2:23][CH2:22]4)([CH:16]([F:18])[F:17])[C:14]=2[CH:15]=1)=[CH:11][CH:10]=[CH:9][N+:8]=3[O-:32], predict the reactants needed to synthesize it. The reactants are: FC1[CH:15]=[C:14]2[C:5]([NH:6][C:7]3[N:8]=[CH:9][CH:10]=[CH:11][C:12]=3[C:13]2([O:19][CH2:20][CH:21]2[CH2:23][CH2:22]2)[CH:16]([F:18])[F:17])=[CH:4][CH:3]=1.C1C=C(Cl)C=C(C(OO)=[O:32])C=1.[CH2:35]([Cl:37])Cl. (2) The reactants are: ClC1C=CC2SC=C(CN3CCN(C4SC(C(O)=O)=C(C)N=4)C3=O)C=2C=1.[F:27][C:28]1[CH:49]=[CH:48][C:31]([CH2:32][N:33]2[CH2:37][CH2:36][N:35]([C:38]3[S:39][C:40]([C:44](O)=[O:45])=[C:41]([CH3:43])[N:42]=3)[C:34]2=[O:47])=[CH:30][CH:29]=1.[CH3:50][C:51]1[N:52]=[CH:53][C:54]([CH2:57][NH2:58])=[N:55][CH:56]=1. Given the product [F:27][C:28]1[CH:29]=[CH:30][C:31]([CH2:32][N:33]2[CH2:37][CH2:36][N:35]([C:38]3[S:39][C:40]([C:44]([NH:58][CH2:57][C:54]4[CH:53]=[N:52][C:51]([CH3:50])=[CH:56][N:55]=4)=[O:45])=[C:41]([CH3:43])[N:42]=3)[C:34]2=[O:47])=[CH:48][CH:49]=1, predict the reactants needed to synthesize it. (3) The reactants are: Br[C:2]1[CH:7]=[C:6]([CH3:8])[CH:5]=[CH:4][N:3]=1.CCCCCC.C([Li])CCC.[CH3:20][O:21][C:22]1[CH:29]=[C:28]([N+:30]([O-:32])=[O:31])[CH:27]=[CH:26][C:23]=1[CH:24]=[O:25].O. Given the product [CH3:20][O:21][C:22]1[CH:29]=[C:28]([N+:30]([O-:32])=[O:31])[CH:27]=[CH:26][C:23]=1[CH:24]([C:2]1[CH:7]=[C:6]([CH3:8])[CH:5]=[CH:4][N:3]=1)[OH:25], predict the reactants needed to synthesize it.